This data is from CYP2D6 inhibition data for predicting drug metabolism from PubChem BioAssay. The task is: Regression/Classification. Given a drug SMILES string, predict its absorption, distribution, metabolism, or excretion properties. Task type varies by dataset: regression for continuous measurements (e.g., permeability, clearance, half-life) or binary classification for categorical outcomes (e.g., BBB penetration, CYP inhibition). Dataset: cyp2d6_veith. (1) The molecule is O=C(Nc1cnn(Cc2ccc(Cl)cc2Cl)c1)c1cc(-c2cccs2)on1. The result is 0 (non-inhibitor). (2) The molecule is COc1ccc(C(=O)Nc2cc(Cl)ccc2OC(=O)c2ccc(OC)cc2)cc1. The result is 0 (non-inhibitor).